Dataset: Forward reaction prediction with 1.9M reactions from USPTO patents (1976-2016). Task: Predict the product of the given reaction. (1) Given the reactants [F:1][C:2]([F:18])([F:17])[C:3]1[CH:8]=[CH:7][C:6]([C:9]2[O:13][N:12]=[CH:11][C:10]=2[C:14]([OH:16])=O)=[CH:5][CH:4]=1.C(O)(=O)C(O)=O.[F:25][C:26]([F:39])([F:38])[C:27]1[CH:32]=[CH:31][C:30]([CH:33]2[CH2:37][CH2:36][NH:35][CH2:34]2)=[CH:29][CH:28]=1, predict the reaction product. The product is: [F:17][C:2]([F:1])([F:18])[C:3]1[CH:4]=[CH:5][C:6]([C:9]2[O:13][N:12]=[CH:11][C:10]=2[C:14]([N:35]2[CH2:36][CH2:37][CH:33]([C:30]3[CH:31]=[CH:32][C:27]([C:26]([F:25])([F:38])[F:39])=[CH:28][CH:29]=3)[CH2:34]2)=[O:16])=[CH:7][CH:8]=1. (2) Given the reactants [OH:1][C:2]1[CH:10]=[CH:9][CH:8]=[C:7]2[C:3]=1[CH:4]=[C:5]([C:12]([OH:14])=[O:13])[N:6]2[CH3:11].C(N(CC)CC)C.[C:22](Cl)(=[O:24])[CH3:23], predict the reaction product. The product is: [C:22]([O:1][C:2]1[CH:10]=[CH:9][CH:8]=[C:7]2[C:3]=1[CH:4]=[C:5]([C:12]([OH:14])=[O:13])[N:6]2[CH3:11])(=[O:24])[CH3:23]. (3) Given the reactants [F:1][C:2]1[CH:10]=[CH:9][C:8]([C:11]([OH:13])=O)=[C:7]2[C:3]=1[CH:4]=[CH:5][NH:6]2.[C:14]([C:18]1[CH:33]=[CH:32][C:21]([CH2:22][NH:23][CH2:24][CH2:25][C:26]2[CH:31]=[CH:30][CH:29]=[CH:28][CH:27]=2)=[CH:20][CH:19]=1)([CH3:17])([CH3:16])[CH3:15].C(Cl)Cl.CCN=C=NCCCN(C)C.Cl, predict the reaction product. The product is: [C:14]([C:18]1[CH:33]=[CH:32][C:21]([CH2:22][N:23]([CH2:24][CH2:25][C:26]2[CH:31]=[CH:30][CH:29]=[CH:28][CH:27]=2)[C:11]([C:8]2[CH:9]=[CH:10][C:2]([F:1])=[C:3]3[C:7]=2[NH:6][CH:5]=[CH:4]3)=[O:13])=[CH:20][CH:19]=1)([CH3:17])([CH3:15])[CH3:16]. (4) Given the reactants C([O-])(=O)C.[Tl+3].C([O-])(=O)C.C([O-])(=O)C.FC(F)(F)S(O)(=O)=O.[C:22]([C:25]1[CH:26]=[C:27]([CH:31]=[CH:32][CH:33]=1)[C:28]([OH:30])=[O:29])(=[O:24])[CH3:23].[C:34](#[N:36])[CH3:35], predict the reaction product. The product is: [CH3:35][C:34]1[O:24][C:22]([C:25]2[CH:26]=[C:27]([CH:31]=[CH:32][CH:33]=2)[C:28]([OH:30])=[O:29])=[CH:23][N:36]=1. (5) Given the reactants C(OC([N:8]1[CH2:12][C@H:11]([CH2:13][NH:14][C:15]2[CH:20]=[CH:19][C:18]([Cl:21])=[CH:17][CH:16]=2)[C@@H:10]([CH2:22][C:23]2[CH:28]=[CH:27][CH:26]=[CH:25][CH:24]=2)[CH2:9]1)=O)(C)(C)C.Cl[CH2:30][C:31]1[NH:36][C:35](=[O:37])[NH:34][C:33](=[O:38])[CH:32]=1.CC#N.O.CC#N, predict the reaction product. The product is: [CH2:22]([C@H:10]1[CH2:9][NH:8][CH2:12][C@@H:11]1[CH2:13][N:14]([CH2:30][C:31]1[NH:36][C:35](=[O:37])[NH:34][C:33](=[O:38])[CH:32]=1)[C:15]1[CH:16]=[CH:17][C:18]([Cl:21])=[CH:19][CH:20]=1)[C:23]1[CH:24]=[CH:25][CH:26]=[CH:27][CH:28]=1. (6) The product is: [CH:1]([CH:3]1[CH2:9][CH:8]2[N:10]([C:11]([O:13][C:14]([CH3:17])([CH3:16])[CH3:15])=[O:12])[CH:5]([CH2:6][CH2:7]2)[CH2:4]1)=[O:28]. Given the reactants [C:1]([CH:3]1[CH2:9][CH:8]2[N:10]([C:11]([O:13][C:14]([CH3:17])([CH3:16])[CH3:15])=[O:12])[CH:5]([CH2:6][CH2:7]2)[CH2:4]1)#N.[H-].C([Al+]CC(C)C)C(C)C.[O:28]1CCCC1, predict the reaction product. (7) Given the reactants CO[CH:3]=[N:4][C:5]1[N:6]([CH3:22])[N:7]=[C:8]2[C:13]=1[CH:12]=[CH:11][CH:10]=[C:9]2[C:14]1[CH:19]=[CH:18][C:17]([Cl:20])=[CH:16][C:15]=1[Cl:21].[CH3:23][O:24][CH:25]([O:28][CH3:29])[CH2:26][NH2:27], predict the reaction product. The product is: [Cl:21][C:15]1[CH:16]=[C:17]([Cl:20])[CH:18]=[CH:19][C:14]=1[C:9]1[C:8]2[C:13](=[C:5]([NH:4][CH:3]=[N:27][CH2:26][CH:25]([O:28][CH3:29])[O:24][CH3:23])[N:6]([CH3:22])[N:7]=2)[CH:12]=[CH:11][CH:10]=1.